The task is: Predict the reaction yield, written as a fraction of the theoretical maximum amount of product (1.0 means a 100% yield; for example, 0.34 means a 34% yield).. This data is from Reaction yield outcomes from USPTO patents with 853,638 reactions. (1) The reactants are [CH2:1]1[C:10]2[C:5](=[C:6]([O:11][CH2:12][C:13]([O:15][CH2:16][CH3:17])=[O:14])[CH:7]=[CH:8][CH:9]=2)[CH2:4][CH2:3][NH:2]1.CCN(CC)CC.[CH3:25][S:26](Cl)(=[O:28])=[O:27]. The catalyst is C(Cl)Cl. The product is [CH3:25][S:26]([N:2]1[CH2:3][CH2:4][C:5]2[C:10](=[CH:9][CH:8]=[CH:7][C:6]=2[O:11][CH2:12][C:13]([O:15][CH2:16][CH3:17])=[O:14])[CH2:1]1)(=[O:28])=[O:27]. The yield is 0.780. (2) The reactants are [OH:1][CH:2]1[CH:6]2[O:7][C:8](=[O:18])[CH:9]3[CH:10]([C:11]([O:13][C:14]([CH3:17])([CH3:16])[CH3:15])=[O:12])[CH:3]1[CH2:4][CH:5]23.C(N(CC)CC)C.[C:26]12([C:36](Cl)=[O:37])[CH2:35][CH:30]3[CH2:31][CH:32]([CH2:34][CH:28]([CH2:29]3)[CH2:27]1)[CH2:33]2.O. The catalyst is C(#N)C.CN(C)C1C=CN=CC=1. The product is [C:26]12([C:36]([O:1][CH:2]3[CH:6]4[O:7][C:8](=[O:18])[CH:9]5[CH:10]([C:11]([O:13][C:14]([CH3:15])([CH3:17])[CH3:16])=[O:12])[CH:3]3[CH2:4][CH:5]45)=[O:37])[CH2:33][CH:32]3[CH2:31][CH:30]([CH2:29][CH:28]([CH2:34]3)[CH2:27]1)[CH2:35]2. The yield is 0.850. (3) The reactants are Cl.[CH3:2][O:3][C:4](=[O:15])[C@H:5]([CH2:7][C:8]1[CH:13]=[CH:12][C:11]([OH:14])=[CH:10][CH:9]=1)[NH2:6].[C:16]([O:20][C:21](=O)[O:22]C(C)(C)C)([CH3:19])([CH3:18])[CH3:17].C(N(CC)CC)C. The catalyst is C1(C)C=CC=CC=1. The product is [CH3:2][O:3][C:4](=[O:15])[C@H:5]([CH2:7][C:8]1[CH:9]=[CH:10][C:11]([OH:14])=[CH:12][CH:13]=1)[NH:6][C:21]([O:20][C:16]([CH3:19])([CH3:18])[CH3:17])=[O:22]. The yield is 0.995. (4) The reactants are Cl.[Cl:2][C:3]1[CH:8]=[CH:7][C:6]([CH2:9][CH2:10][NH2:11])=[CH:5][C:4]=1[CH2:12][CH3:13].[OH-].[Na+].[CH2:16]([C:20]1[CH:27]=[CH:26][C:23]([CH:24]=O)=[CH:22][CH:21]=1)[CH:17]([CH3:19])[CH3:18].[BH4-].[Na+].Cl. The catalyst is C1(C)C=CC=CC=1.C1COCC1.O. The product is [ClH:2].[CH2:16]([C:20]1[CH:21]=[CH:22][C:23]([CH2:24][NH:11][CH2:10][CH2:9][C:6]2[CH:7]=[CH:8][C:3]([Cl:2])=[C:4]([CH2:12][CH3:13])[CH:5]=2)=[CH:26][CH:27]=1)[CH:17]([CH3:19])[CH3:18]. The yield is 0.650.